Regression. Given two drug SMILES strings and cell line genomic features, predict the synergy score measuring deviation from expected non-interaction effect. From a dataset of NCI-60 drug combinations with 297,098 pairs across 59 cell lines. (1) Drug 1: CC1C(C(CC(O1)OC2CC(CC3=C2C(=C4C(=C3O)C(=O)C5=C(C4=O)C(=CC=C5)OC)O)(C(=O)CO)O)N)O.Cl. Drug 2: C(CCl)NC(=O)N(CCCl)N=O. Cell line: UO-31. Synergy scores: CSS=15.0, Synergy_ZIP=-2.65, Synergy_Bliss=1.62, Synergy_Loewe=-40.1, Synergy_HSA=2.22. (2) Drug 1: CC1C(C(CC(O1)OC2CC(OC(C2O)C)OC3=CC4=CC5=C(C(=O)C(C(C5)C(C(=O)C(C(C)O)O)OC)OC6CC(C(C(O6)C)O)OC7CC(C(C(O7)C)O)OC8CC(C(C(O8)C)O)(C)O)C(=C4C(=C3C)O)O)O)O. Drug 2: CS(=O)(=O)OCCCCOS(=O)(=O)C. Cell line: OVCAR-8. Synergy scores: CSS=9.69, Synergy_ZIP=-0.560, Synergy_Bliss=-0.0194, Synergy_Loewe=-38.5, Synergy_HSA=-0.0835. (3) Drug 1: C(CN)CNCCSP(=O)(O)O. Drug 2: C1C(C(OC1N2C=NC3=C2NC=NCC3O)CO)O. Cell line: EKVX. Synergy scores: CSS=-5.66, Synergy_ZIP=0.493, Synergy_Bliss=-1.21, Synergy_Loewe=-4.94, Synergy_HSA=-4.62. (4) Drug 1: CC12CCC3C(C1CCC2=O)CC(=C)C4=CC(=O)C=CC34C. Drug 2: CC1CCC2CC(C(=CC=CC=CC(CC(C(=O)C(C(C(=CC(C(=O)CC(OC(=O)C3CCCCN3C(=O)C(=O)C1(O2)O)C(C)CC4CCC(C(C4)OC)OCCO)C)C)O)OC)C)C)C)OC. Cell line: MALME-3M. Synergy scores: CSS=54.0, Synergy_ZIP=-0.336, Synergy_Bliss=0.186, Synergy_Loewe=1.09, Synergy_HSA=1.54. (5) Drug 1: CC(CN1CC(=O)NC(=O)C1)N2CC(=O)NC(=O)C2. Drug 2: CCC1(CC2CC(C3=C(CCN(C2)C1)C4=CC=CC=C4N3)(C5=C(C=C6C(=C5)C78CCN9C7C(C=CC9)(C(C(C8N6C)(C(=O)OC)O)OC(=O)C)CC)OC)C(=O)OC)O.OS(=O)(=O)O. Cell line: CAKI-1. Synergy scores: CSS=58.9, Synergy_ZIP=0.463, Synergy_Bliss=0.00562, Synergy_Loewe=4.27, Synergy_HSA=6.83. (6) Drug 1: CC1CCC2CC(C(=CC=CC=CC(CC(C(=O)C(C(C(=CC(C(=O)CC(OC(=O)C3CCCCN3C(=O)C(=O)C1(O2)O)C(C)CC4CCC(C(C4)OC)O)C)C)O)OC)C)C)C)OC. Drug 2: CCN(CC)CCNC(=O)C1=C(NC(=C1C)C=C2C3=C(C=CC(=C3)F)NC2=O)C. Cell line: SF-295. Synergy scores: CSS=6.60, Synergy_ZIP=-6.09, Synergy_Bliss=-6.84, Synergy_Loewe=-19.3, Synergy_HSA=-8.30. (7) Drug 1: C1CN1P(=S)(N2CC2)N3CC3. Drug 2: C(CN)CNCCSP(=O)(O)O. Cell line: UACC-257. Synergy scores: CSS=4.78, Synergy_ZIP=7.17, Synergy_Bliss=0.525, Synergy_Loewe=-17.3, Synergy_HSA=0.213. (8) Cell line: U251. Drug 1: CC1=C2C(C(=O)C3(C(CC4C(C3C(C(C2(C)C)(CC1OC(=O)C(C(C5=CC=CC=C5)NC(=O)OC(C)(C)C)O)O)OC(=O)C6=CC=CC=C6)(CO4)OC(=O)C)OC)C)OC. Drug 2: CC1=C(C(=O)C2=C(C1=O)N3CC4C(C3(C2COC(=O)N)OC)N4)N. Synergy scores: CSS=54.1, Synergy_ZIP=-3.45, Synergy_Bliss=-5.04, Synergy_Loewe=-9.06, Synergy_HSA=0.839. (9) Drug 1: C1C(C(OC1N2C=C(C(=O)NC2=O)F)CO)O. Drug 2: CC1CCCC2(C(O2)CC(NC(=O)CC(C(C(=O)C(C1O)C)(C)C)O)C(=CC3=CSC(=N3)C)C)C. Cell line: SF-295. Synergy scores: CSS=47.0, Synergy_ZIP=-3.14, Synergy_Bliss=-1.26, Synergy_Loewe=-7.79, Synergy_HSA=-1.14.